The task is: Predict the product of the given reaction.. This data is from Forward reaction prediction with 1.9M reactions from USPTO patents (1976-2016). (1) Given the reactants [CH3:1][C:2]1[C:7]([CH3:8])=[C:6]([N+]([O-])=O)[C:5]([CH3:12])=[CH:4][N+:3]=1[O-:13].[ClH:14].C(=O)([O-])[O-].[K+].[K+], predict the reaction product. The product is: [Cl:14][C:6]1[C:5]([CH3:12])=[CH:4][N+:3]([O-:13])=[C:2]([CH3:1])[C:7]=1[CH3:8]. (2) Given the reactants Cl.[Cl:2][C:3]1[CH:11]=[C:10]([NH:12][C:13]2[C:22]3[C:17](=[CH:18][CH:19]=[CH:20][C:21]=3[O:23][CH:24]3[CH2:29][CH2:28][N:27]([CH3:30])[CH2:26][CH2:25]3)[N:16]=[CH:15][N:14]=2)[CH:9]=[CH:8][C:4]=1[C:5](O)=[O:6].[CH3:31][CH:32]1[CH2:37][CH2:36][CH2:35][NH:34][CH2:33]1, predict the reaction product. The product is: [Cl:2][C:3]1[CH:11]=[C:10]([CH:9]=[CH:8][C:4]=1[C:5]([N:34]1[CH2:35][CH2:36][CH2:37][CH:32]([CH3:31])[CH2:33]1)=[O:6])[NH:12][C:13]1[C:22]2[C:17](=[CH:18][CH:19]=[CH:20][C:21]=2[O:23][CH:24]2[CH2:29][CH2:28][N:27]([CH3:30])[CH2:26][CH2:25]2)[N:16]=[CH:15][N:14]=1. (3) Given the reactants [NH2:1][C:2]1[CH:10]=[CH:9][C:5]2[NH:6][CH:7]=[N:8][C:4]=2[CH:3]=1.[N:11]([C:14]1[CH:19]=[CH:18][C:17]([O:20][CH3:21])=[C:16]([O:22][CH3:23])[CH:15]=1)=[C:12]=[S:13], predict the reaction product. The product is: [NH:6]1[C:5]2[CH:9]=[CH:10][C:2]([NH:1][C:12]([NH:11][C:14]3[CH:19]=[CH:18][C:17]([O:20][CH3:21])=[C:16]([O:22][CH3:23])[CH:15]=3)=[S:13])=[CH:3][C:4]=2[N:8]=[CH:7]1. (4) Given the reactants Br[C:2]1[CH:7]=[CH:6][C:5]([C:8]2[NH:12][C:11]([C@@H:13]3[CH2:17][CH2:16][CH2:15][N:14]3[C:18]([O:20][CH2:21][C:22]3[CH:27]=[CH:26][CH:25]=[CH:24][CH:23]=3)=[O:19])=[N:10][CH:9]=2)=[CH:4][CH:3]=1.[Cl:28][C:29]1[CH:34]=[CH:33][C:32](B(O)O)=[CH:31][CH:30]=1.C(=O)([O-])[O-].[K+].[K+], predict the reaction product. The product is: [Cl:28][C:29]1[CH:34]=[CH:33][C:32]([C:2]2[CH:3]=[CH:4][C:5]([C:8]3[NH:12][C:11]([C@@H:13]4[CH2:17][CH2:16][CH2:15][N:14]4[C:18]([O:20][CH2:21][C:22]4[CH:27]=[CH:26][CH:25]=[CH:24][CH:23]=4)=[O:19])=[N:10][CH:9]=3)=[CH:6][CH:7]=2)=[CH:31][CH:30]=1. (5) Given the reactants CS[C:3]1[S:4][CH2:5][C:6](=[O:8])[N:7]=1.[CH2:9]([N:11]([CH2:16][CH3:17])[CH2:12][CH2:13][NH:14][CH3:15])[CH3:10], predict the reaction product. The product is: [CH2:9]([N:11]([CH2:16][CH3:17])[CH2:12][CH2:13][N:14]([CH3:15])[C:3]1[S:4][CH2:5][C:6](=[O:8])[N:7]=1)[CH3:10]. (6) Given the reactants [Cl:1][C:2]1[CH:24]=[CH:23][C:5]2[N:6]=[C:7]([NH:9][C:10]3[N:14]([CH3:15])[C:13]4[CH:16]=[CH:17][C:18]([C:20]([OH:22])=O)=[CH:19][C:12]=4[N:11]=3)[S:8][C:4]=2[CH:3]=1.[NH2:25][CH2:26][CH2:27][O:28][CH2:29][CH2:30][OH:31].CN(C(ON1N=NC2C=CC=CC1=2)=[N+](C)C)C.F[P-](F)(F)(F)(F)F.CCN(C(C)C)C(C)C, predict the reaction product. The product is: [OH:31][CH2:30][CH2:29][O:28][CH2:27][CH2:26][NH:25][C:20]([C:18]1[CH:17]=[CH:16][C:13]2[N:14]([CH3:15])[C:10]([NH:9][C:7]3[S:8][C:4]4[CH:3]=[C:2]([Cl:1])[CH:24]=[CH:23][C:5]=4[N:6]=3)=[N:11][C:12]=2[CH:19]=1)=[O:22]. (7) Given the reactants Br[C:2]1[CH:11]=[CH:10][C:5]([C:6]([O:8][CH3:9])=[O:7])=[CH:4][CH:3]=1.C1(P(C2C=CC=CC=2)C2C=CC=CC=2)C=CC=CC=1.C(NCC)C.[CH2:36]([OH:40])[CH2:37][C:38]#[CH:39], predict the reaction product. The product is: [CH3:9][O:8][C:6](=[O:7])[C:5]1[CH:10]=[CH:11][C:2]([C:39]#[C:38][CH2:37][CH2:36][OH:40])=[CH:3][CH:4]=1. (8) Given the reactants [S:1]1[C:9]2[CH2:8][CH2:7][N:6](C(OC(C)(C)C)=O)[CH2:5][C:4]=2[CH:3]=[C:2]1[C:17]([O:19][CH2:20][CH3:21])=[O:18].FC(F)(F)C(O)=O.C([O-])(O)=O.[Na+], predict the reaction product. The product is: [S:1]1[C:9]2[CH2:8][CH2:7][NH:6][CH2:5][C:4]=2[CH:3]=[C:2]1[C:17]([O:19][CH2:20][CH3:21])=[O:18]. (9) Given the reactants [CH3:1][O:2][C:3]1[CH:4]=[C:5]([CH:33]=[CH:34][C:35]=1[O:36][CH3:37])[CH2:6][CH:7]1[C:16]2[C:11](=[CH:12][C:13]([O:18][CH3:19])=[C:14]([OH:17])[CH:15]=2)[CH2:10][CH2:9][N:8]1[CH2:20][C:21]([NH:23][CH:24]1[C:32]2[C:27](=[CH:28][CH:29]=[CH:30][CH:31]=2)[CH2:26][CH2:25]1)=[O:22].Cl[C:39]1[N:44]=[C:43]([C:45]([F:48])([F:47])[F:46])[CH:42]=[CH:41][N:40]=1, predict the reaction product. The product is: [CH3:1][O:2][C:3]1[CH:4]=[C:5]([CH:33]=[CH:34][C:35]=1[O:36][CH3:37])[CH2:6][CH:7]1[C:16]2[C:11](=[CH:12][C:13]([O:18][CH3:19])=[C:14]([O:17][C:39]3[N:44]=[C:43]([C:45]([F:48])([F:47])[F:46])[CH:42]=[CH:41][N:40]=3)[CH:15]=2)[CH2:10][CH2:9][N:8]1[CH2:20][C:21]([NH:23][CH:24]1[C:32]2[C:27](=[CH:28][CH:29]=[CH:30][CH:31]=2)[CH2:26][CH2:25]1)=[O:22].